From a dataset of Catalyst prediction with 721,799 reactions and 888 catalyst types from USPTO. Predict which catalyst facilitates the given reaction. Reactant: C([O:5][C:6](=[O:24])/[CH:7]=[CH:8]/[C:9]1[CH:13]=[CH:12][N:11]([S:14]([C:17]2[CH:22]=[CH:21][CH:20]=[C:19]([Br:23])[CH:18]=2)(=[O:16])=[O:15])[CH:10]=1)(C)(C)C.C(O)(C(F)(F)F)=O. Product: [Br:23][C:19]1[CH:18]=[C:17]([S:14]([N:11]2[CH:12]=[CH:13][C:9](/[CH:8]=[CH:7]/[C:6]([OH:24])=[O:5])=[CH:10]2)(=[O:15])=[O:16])[CH:22]=[CH:21][CH:20]=1. The catalyst class is: 4.